From a dataset of Forward reaction prediction with 1.9M reactions from USPTO patents (1976-2016). Predict the product of the given reaction. (1) The product is: [CH3:15][C:12]1[CH:13]=[CH:14][C:9]([C:8]2[O:19][N:18]=[C:3]([OH:4])[CH:2]=2)=[CH:10][CH:11]=1. Given the reactants Br[CH:2]([CH:8](Br)[C:9]1[CH:14]=[CH:13][C:12]([CH3:15])=[CH:11][CH:10]=1)[C:3](OCC)=[O:4].Cl.[NH2:18][OH:19].C[O-].[Na+].Cl, predict the reaction product. (2) Given the reactants [H-].[Na+].[CH3:3][N:4]1[C:8]([C:9]([F:15])([F:14])[C:10]([F:13])([F:12])[F:11])=[N:7][N:6]=[C:5]1[SH:16].[H][H].F[C:20]1[CH:21]=[CH:22][C:23]([N+:27]([O-:29])=[O:28])=[C:24]([CH3:26])[CH:25]=1, predict the reaction product. The product is: [CH3:3][N:4]1[C:8]([C:9]([F:14])([F:15])[C:10]([F:11])([F:12])[F:13])=[N:7][N:6]=[C:5]1[S:16][C:20]1[CH:21]=[CH:22][C:23]([N+:27]([O-:29])=[O:28])=[C:24]([CH3:26])[CH:25]=1. (3) Given the reactants [CH3:1][O:2][C:3]1[C:4]([NH2:10])=[N:5][CH:6]=[C:7]([CH3:9])[N:8]=1.[C:11]([C:13]1[CH:18]=[CH:17][CH:16]=[CH:15][C:14]=1[S:19](Cl)(=[O:21])=[O:20])#[N:12], predict the reaction product. The product is: [CH3:1][O:2][C:3]1[C:4]([NH:10][S:19]([C:14]2[CH:15]=[CH:16][CH:17]=[CH:18][C:13]=2[C:11]#[N:12])(=[O:21])=[O:20])=[N:5][CH:6]=[C:7]([CH3:9])[N:8]=1. (4) Given the reactants [Cl:1][C:2]1[CH:3]=[C:4]([C@@H:8]2[CH2:12][O:11][C:10](=[O:13])[N:9]2[CH:14]2[CH2:19][CH2:18][N:17]([CH2:20][C:21]3[C:22]([CH3:36])=[N:23][C:24]([S:27][C:28]4[CH:33]=[CH:32][C:31]([O:34]C)=[CH:30][CH:29]=4)=[CH:25][CH:26]=3)[CH2:16][CH2:15]2)[CH:5]=[CH:6][CH:7]=1.B(Br)(Br)Br.CO, predict the reaction product. The product is: [Cl:1][C:2]1[CH:3]=[C:4]([C@@H:8]2[CH2:12][O:11][C:10](=[O:13])[N:9]2[CH:14]2[CH2:19][CH2:18][N:17]([CH2:20][C:21]3[C:22]([CH3:36])=[N:23][C:24]([S:27][C:28]4[CH:29]=[CH:30][C:31]([OH:34])=[CH:32][CH:33]=4)=[CH:25][CH:26]=3)[CH2:16][CH2:15]2)[CH:5]=[CH:6][CH:7]=1. (5) Given the reactants C[O:2][C:3](=[O:17])[C:4]1[CH:9]=[C:8]([C:10]2[CH:11]=[N:12][CH:13]=[CH:14][CH:15]=2)[CH:7]=[C:6]([Br:16])[CH:5]=1.[OH-].[Na+], predict the reaction product. The product is: [Br:16][C:6]1[CH:5]=[C:4]([CH:9]=[C:8]([C:10]2[CH:11]=[N:12][CH:13]=[CH:14][CH:15]=2)[CH:7]=1)[C:3]([OH:17])=[O:2]. (6) Given the reactants [C:1]([C:3]1[CH:11]=[CH:10][C:6]([C:7]([OH:9])=O)=[C:5]([CH3:12])[CH:4]=1)#[N:2].[NH:13]1[C:19]2[CH:20]=[CH:21][CH:22]=[CH:23][C:18]=2[CH2:17][CH2:16][CH2:15][CH2:14]1, predict the reaction product. The product is: [C:1]([C:3]1[CH:11]=[CH:10][C:6]([C:7]([N:13]2[C:19]3[CH:20]=[CH:21][CH:22]=[CH:23][C:18]=3[CH2:17][CH2:16][CH2:15][CH2:14]2)=[O:9])=[C:5]([CH3:12])[CH:4]=1)#[N:2].